From a dataset of NCI-60 drug combinations with 297,098 pairs across 59 cell lines. Regression. Given two drug SMILES strings and cell line genomic features, predict the synergy score measuring deviation from expected non-interaction effect. (1) Cell line: U251. Drug 1: C1CCN(CC1)CCOC2=CC=C(C=C2)C(=O)C3=C(SC4=C3C=CC(=C4)O)C5=CC=C(C=C5)O. Synergy scores: CSS=1.90, Synergy_ZIP=-0.230, Synergy_Bliss=1.71, Synergy_Loewe=0.346, Synergy_HSA=0.276. Drug 2: C1=NC(=NC(=O)N1C2C(C(C(O2)CO)O)O)N. (2) Drug 1: CC1CCC2CC(C(=CC=CC=CC(CC(C(=O)C(C(C(=CC(C(=O)CC(OC(=O)C3CCCCN3C(=O)C(=O)C1(O2)O)C(C)CC4CCC(C(C4)OC)O)C)C)O)OC)C)C)C)OC. Drug 2: C1CN(CCN1C(=O)CCBr)C(=O)CCBr. Cell line: MCF7. Synergy scores: CSS=32.4, Synergy_ZIP=-9.56, Synergy_Bliss=-3.54, Synergy_Loewe=-6.92, Synergy_HSA=-0.0127. (3) Drug 2: CS(=O)(=O)OCCCCOS(=O)(=O)C. Cell line: TK-10. Synergy scores: CSS=6.41, Synergy_ZIP=-3.24, Synergy_Bliss=0.444, Synergy_Loewe=-5.27, Synergy_HSA=0.0328. Drug 1: C1=CC=C(C=C1)NC(=O)CCCCCCC(=O)NO. (4) Drug 1: CCC1(C2=C(COC1=O)C(=O)N3CC4=CC5=C(C=CC(=C5CN(C)C)O)N=C4C3=C2)O.Cl. Drug 2: C1CCC(C(C1)N)N.C(=O)(C(=O)[O-])[O-].[Pt+4]. Cell line: MDA-MB-231. Synergy scores: CSS=23.9, Synergy_ZIP=0.769, Synergy_Bliss=10.7, Synergy_Loewe=-1.12, Synergy_HSA=9.10. (5) Drug 1: CC1=C2C(C(=O)C3(C(CC4C(C3C(C(C2(C)C)(CC1OC(=O)C(C(C5=CC=CC=C5)NC(=O)OC(C)(C)C)O)O)OC(=O)C6=CC=CC=C6)(CO4)OC(=O)C)OC)C)OC. Drug 2: C1=CC(=CC=C1CC(C(=O)O)N)N(CCCl)CCCl.Cl. Cell line: HOP-62. Synergy scores: CSS=49.8, Synergy_ZIP=-0.375, Synergy_Bliss=1.65, Synergy_Loewe=-8.44, Synergy_HSA=2.84.